From a dataset of Full USPTO retrosynthesis dataset with 1.9M reactions from patents (1976-2016). Predict the reactants needed to synthesize the given product. (1) The reactants are: [Cl:1][C:2]1[CH:7]=[CH:6][CH:5]=[CH:4][C:3]=1[OH:8].C(=O)([O-])[O-].[K+].[K+].Cl[C:16]1[N:24]=[C:23]([C:25]2[CH:30]=[C:29]([F:31])[CH:28]=[C:27]([F:32])[CH:26]=2)[CH:22]=[C:21]([C:33]([F:36])([F:35])[F:34])[C:17]=1[C:18]([NH2:20])=[O:19]. Given the product [Cl:1][C:2]1[CH:7]=[CH:6][CH:5]=[CH:4][C:3]=1[O:8][C:16]1[N:24]=[C:23]([C:25]2[CH:26]=[C:27]([F:32])[CH:28]=[C:29]([F:31])[CH:30]=2)[CH:22]=[C:21]([C:33]([F:34])([F:35])[F:36])[C:17]=1[C:18]([NH2:20])=[O:19], predict the reactants needed to synthesize it. (2) Given the product [CH3:7][O:8][CH2:9][O:10][C:11]1[CH:16]=[C:15]([O:17][CH2:18][O:19][CH3:20])[CH:14]=[CH:13][C:12]=1[C:25]1[CH2:30][CH2:29][CH2:28][C:27](=[O:31])[CH:26]=1, predict the reactants needed to synthesize it. The reactants are: C(=O)([O-])[O-].[Na+].[Na+].[CH3:7][O:8][CH2:9][O:10][C:11]1[CH:16]=[C:15]([O:17][CH2:18][O:19][CH3:20])[CH:14]=[CH:13][C:12]=1B(O)O.Br[C:25]1[CH2:30][CH2:29][CH2:28][C:27](=[O:31])[CH:26]=1. (3) Given the product [CH3:1][S:2]([CH2:5][CH2:6][O:7][CH2:8][CH2:9][NH:10][C:11]1[C:20]2[C:15](=[CH:16][CH:17]=[CH:18][CH:19]=2)[N:14]=[CH:13][C:12]=1[NH2:21])(=[O:4])=[O:3], predict the reactants needed to synthesize it. The reactants are: [CH3:1][S:2]([CH2:5][CH2:6][O:7][CH2:8][CH2:9][NH:10][C:11]1[C:20]2[C:15](=[CH:16][CH:17]=[CH:18][CH:19]=2)[N:14]=[CH:13][C:12]=1[N+:21]([O-])=O)(=[O:4])=[O:3].[H][H].